Dataset: Full USPTO retrosynthesis dataset with 1.9M reactions from patents (1976-2016). Task: Predict the reactants needed to synthesize the given product. (1) Given the product [F:1][C:2]1[CH:14]=[C:13]([C:15]2[CH:16]=[N:17][N:18]([C:20]([CH2:21][OH:22])([CH2:24][OH:25])[CH2:26][OH:27])[CH:19]=2)[C:12]2[C:11]3[C:6](=[CH:7][CH:8]=[CH:9][CH:10]=3)[C:5]([OH:32])([C:28]([F:31])([F:30])[F:29])[C:4]=2[CH:3]=1, predict the reactants needed to synthesize it. The reactants are: [F:1][C:2]1[CH:14]=[C:13]([C:15]2[CH:16]=[N:17][N:18]([C:20]([CH2:26][OH:27])([CH2:24][OH:25])[C:21](O)=[O:22])[CH:19]=2)[C:12]2[C:11]3[C:6](=[CH:7][CH:8]=[CH:9][CH:10]=3)[C:5]([OH:32])([C:28]([F:31])([F:30])[F:29])[C:4]=2[CH:3]=1.C(O)C.O.C(=O)([O-])O.[Na+]. (2) Given the product [Cl:21][C:6]1[N:7]([C:11]2[CH:16]=[CH:15][C:14]([C:17]([F:20])([F:19])[F:18])=[CH:13][CH:12]=2)[N:8]=[C:9]2[C:5]=1[CH:4]=[CH:3][C:2]([C:25]1[CH:26]=[CH:27][CH:28]=[CH:29][C:24]=1[O:23][CH3:22])=[CH:10]2, predict the reactants needed to synthesize it. The reactants are: Br[C:2]1[CH:3]=[CH:4][C:5]2[C:9]([CH:10]=1)=[N:8][N:7]([C:11]1[CH:16]=[CH:15][C:14]([C:17]([F:20])([F:19])[F:18])=[CH:13][CH:12]=1)[C:6]=2[Cl:21].[CH3:22][O:23][C:24]1[CH:29]=[CH:28][CH:27]=[CH:26][C:25]=1B(O)O.C([O-])([O-])=O.[Na+].[Na+]. (3) Given the product [Br:46][CH2:41][C:31]1[CH:32]=[C:33]([C:37]([F:40])([F:39])[F:38])[C:34]([CH3:36])=[CH:35][C:30]=1[C:24]1[CH:25]=[C:26]([CH:27]([CH3:29])[CH3:28])[C:21]([F:20])=[CH:22][C:23]=1[O:43][CH3:44], predict the reactants needed to synthesize it. The reactants are: C1(P(C2C=CC=CC=2)C2C=CC=CC=2)C=CC=CC=1.[F:20][C:21]1[C:26]([CH:27]([CH3:29])[CH3:28])=[CH:25][C:24]([C:30]2[CH:35]=[C:34]([CH3:36])[C:33]([C:37]([F:40])([F:39])[F:38])=[CH:32][C:31]=2[CH2:41]O)=[C:23]([O:43][CH3:44])[CH:22]=1.C(Br)(Br)(Br)[Br:46]. (4) Given the product [Cl:22][C:9]1[CH:10]=[CH:11][C:12]([O:14][CH:15]([CH:17]2[CH2:21][CH2:20][CH2:19][NH:18]2)[CH3:16])=[CH:13][N:8]=1, predict the reactants needed to synthesize it. The reactants are: C([N:8]1[CH:13]=[C:12]([O:14][CH:15]([CH:17]2[CH2:21][CH2:20][CH2:19][NH:18]2)[CH3:16])[CH:11]=[CH:10][CH:9]1[Cl:22])(OC(C)(C)C)=O. (5) Given the product [N:1]1([C:5]([C:7]2[N:12]=[CH:11][C:10]([O:13][C:14]3[CH:15]=[C:16]([CH:27]=[C:28]([O:30][C@H:31]4[CH2:35][CH2:34][N:33]([CH2:36][CH3:37])[C:32]4=[O:38])[CH:29]=3)[C:17]([NH:19][C:20]3[CH:25]=[N:24][C:23]([CH3:26])=[CH:22][N:21]=3)=[O:18])=[CH:9][CH:8]=2)=[O:6])[CH2:4][CH2:3][CH2:2]1, predict the reactants needed to synthesize it. The reactants are: [N:1]1([C:5]([C:7]2[N:12]=[CH:11][C:10]([O:13][C:14]3[CH:15]=[C:16]([CH:27]=[C:28]([O:30][CH:31]4[CH2:35][CH2:34][N:33]([CH2:36][CH3:37])[C:32]4=[O:38])[CH:29]=3)[C:17]([NH:19][C:20]3[CH:25]=[N:24][C:23]([CH3:26])=[CH:22][N:21]=3)=[O:18])=[CH:9][CH:8]=2)=[O:6])[CH2:4][CH2:3][CH2:2]1.N1(C(C2N=CC(OC3C=C(C=C(O[C@@H]4CCN(CC)C4=O)C=3)C(NC3C=NC(C)=CN=3)=O)=CC=2)=O)CCC1. (6) The reactants are: [NH2:1][CH:2]([C:5]1[C:6](=[O:16])[NH:7][C:8]([CH:11]2[CH2:15][CH2:14][CH2:13][CH2:12]2)=[N:9][N:10]=1)[CH2:3][CH3:4].[CH3:17][CH:18]1[CH2:20][CH:19]1[C:21](Cl)=[O:22]. Given the product [CH:11]1([C:8]2[NH:7][C:6](=[O:16])[C:5]([CH:2]([NH:1][C:21]([CH:19]3[CH2:20][CH:18]3[CH3:17])=[O:22])[CH2:3][CH3:4])=[N:10][N:9]=2)[CH2:15][CH2:14][CH2:13][CH2:12]1, predict the reactants needed to synthesize it.